The task is: Predict which catalyst facilitates the given reaction.. This data is from Catalyst prediction with 721,799 reactions and 888 catalyst types from USPTO. (1) Reactant: [NH2:1][C:2]1[N:3]([C:8]2[C:17]3[C:12](=[CH:13][CH:14]=[CH:15][CH:16]=3)[C:11]([CH:18]3[CH2:20][CH2:19]3)=[CH:10][CH:9]=2)[C:4]([SH:7])=[N:5][N:6]=1.C([O-])([O-])=O.[K+].[K+].Cl[CH2:28][C:29]([NH:31][C:32]1[CH:37]=[CH:36][C:35]([S:38](=[O:41])(=[O:40])[NH2:39])=[CH:34][C:33]=1[Cl:42])=[O:30]. Product: [NH2:1][C:2]1[N:3]([C:8]2[C:17]3[C:12](=[CH:13][CH:14]=[CH:15][CH:16]=3)[C:11]([CH:18]3[CH2:20][CH2:19]3)=[CH:10][CH:9]=2)[C:4]([S:7][CH2:28][C:29]([NH:31][C:32]2[CH:37]=[CH:36][C:35]([S:38](=[O:41])(=[O:40])[NH2:39])=[CH:34][C:33]=2[Cl:42])=[O:30])=[N:5][N:6]=1. The catalyst class is: 3. (2) Reactant: [Li]C(C)(C)C.Br[C:7]1[CH:12]=[CH:11][C:10]([Cl:13])=[CH:9][N:8]=1.[C:14]([C@H:17]1[CH2:22][CH2:21][C@H:20]([C:23]([O:25][CH2:26][CH2:27][CH2:28][CH3:29])=[O:24])[CH2:19][CH2:18]1)(=[O:16])[CH3:15]. Product: [Cl:13][C:10]1[CH:11]=[CH:12][C:7]([C:14]([C@H:17]2[CH2:22][CH2:21][C@H:20]([C:23]([O:25][CH2:26][CH2:27][CH2:28][CH3:29])=[O:24])[CH2:19][CH2:18]2)([OH:16])[CH3:15])=[N:8][CH:9]=1. The catalyst class is: 2. (3) Reactant: [C:1]([C:4]1[N:5]=[C:6]([N:9]2[CH2:13][CH2:12][C@H:11](OS(C)(=O)=O)[CH2:10]2)[S:7][CH:8]=1)(=[O:3])[NH2:2].[C:19]([O-:22])(=[S:21])[CH3:20].[K+]. Product: [C:19]([S:21][C@@H:11]1[CH2:12][CH2:13][N:9]([C:6]2[S:7][CH:8]=[C:4]([C:1](=[O:3])[NH2:2])[N:5]=2)[CH2:10]1)(=[O:22])[CH3:20]. The catalyst class is: 10. (4) Reactant: [Cl:1][C:2]1[CH:3]=[C:4]([CH:6]=[CH:7][C:8]=1[O:9][C:10]1[C:19]2[C:14](=[CH:15][C:16]([O:22][CH3:23])=[C:17]([O:20][CH3:21])[CH:18]=2)[N:13]=[CH:12][N:11]=1)[NH2:5].C(N(CC)CC)C.Cl[C:32](Cl)([O:34]C(=O)OC(Cl)(Cl)Cl)Cl.[NH2:43][C:44]1[O:48][N:47]=[C:46]([CH3:49])[CH:45]=1. Product: [Cl:1][C:2]1[CH:3]=[C:4]([NH:5][C:32]([NH:43][C:44]2[O:48][N:47]=[C:46]([CH3:49])[CH:45]=2)=[O:34])[CH:6]=[CH:7][C:8]=1[O:9][C:10]1[C:19]2[C:14](=[CH:15][C:16]([O:22][CH3:23])=[C:17]([O:20][CH3:21])[CH:18]=2)[N:13]=[CH:12][N:11]=1. The catalyst class is: 146. (5) Reactant: [CH:1]([N:4]1[C:12]2[CH:11]=[C:10]([NH:13][C:14]3[CH:19]=[CH:18][N:17]=[C:16]([N:20]4[CH2:33][C:22]5([CH2:25][N:24](C(OC(C)(C)C)=O)[CH2:23]5)[CH2:21]4)[N:15]=3)[N:9]=[CH:8][C:7]=2[N:6]=[CH:5]1)([CH3:3])[CH3:2].[ClH:34]. Product: [ClH:34].[CH2:21]1[C:22]2([CH2:23][NH:24][CH2:25]2)[CH2:33][N:20]1[C:16]1[N:15]=[C:14]([NH:13][C:10]2[N:9]=[CH:8][C:7]3[N:6]=[CH:5][N:4]([CH:1]([CH3:3])[CH3:2])[C:12]=3[CH:11]=2)[CH:19]=[CH:18][N:17]=1. The catalyst class is: 4. (6) Reactant: [F:1][C:2]1[CH:7]=[CH:6][C:5]([C:8]2[NH:12][C:11]([S:13]([CH3:16])(=[O:15])=[O:14])=[N:10][C:9]=2[C:17]([NH:19][C:20]2[CH:36]=[CH:35][C:23]([O:24][C:25]3[CH:30]=[CH:29][N:28]=[C:27]([C:31]([NH:33][CH3:34])=[O:32])[CH:26]=3)=[CH:22][CH:21]=2)=[O:18])=[CH:4][CH:3]=1.[C:37]([O-])([O-])=O.[K+].[K+].CI. Product: [F:1][C:2]1[CH:7]=[CH:6][C:5]([C:8]2[N:12]([CH3:37])[C:11]([S:13]([CH3:16])(=[O:15])=[O:14])=[N:10][C:9]=2[C:17]([NH:19][C:20]2[CH:21]=[CH:22][C:23]([O:24][C:25]3[CH:30]=[CH:29][N:28]=[C:27]([C:31]([NH:33][CH3:34])=[O:32])[CH:26]=3)=[CH:35][CH:36]=2)=[O:18])=[CH:4][CH:3]=1. The catalyst class is: 3. (7) Product: [Cl:1][C:2]1[C:11]2[C:6](=[CH:7][CH:8]=[C:9]([C:12]([C:14]3[N:18]([CH3:19])[CH:17]=[N:16][CH:15]=3)([OH:13])[CH3:33])[CH:10]=2)[N:5]=[C:4]([O:20][CH3:21])[C:3]=1[CH2:22][C:23]1[CH:24]=[CH:25][C:26]([C:29]([F:30])([F:32])[F:31])=[CH:27][CH:28]=1. The catalyst class is: 1. Reactant: [Cl:1][C:2]1[C:11]2[C:6](=[CH:7][CH:8]=[C:9]([C:12]([C:14]3[N:18]([CH3:19])[CH:17]=[N:16][CH:15]=3)=[O:13])[CH:10]=2)[N:5]=[C:4]([O:20][CH3:21])[C:3]=1[CH2:22][C:23]1[CH:28]=[CH:27][C:26]([C:29]([F:32])([F:31])[F:30])=[CH:25][CH:24]=1.[CH3:33]C#N.C(=O)=O.[Li]C.